This data is from CYP2C19 inhibition data for predicting drug metabolism from PubChem BioAssay. The task is: Regression/Classification. Given a drug SMILES string, predict its absorption, distribution, metabolism, or excretion properties. Task type varies by dataset: regression for continuous measurements (e.g., permeability, clearance, half-life) or binary classification for categorical outcomes (e.g., BBB penetration, CYP inhibition). Dataset: cyp2c19_veith. The result is 1 (inhibitor). The molecule is COc1ccccc1Cn1nnc2c(=O)[nH]c(C3CCN(C(=O)c4ccc(C)cc4)CC3)nc21.